Dataset: Reaction yield outcomes from USPTO patents with 853,638 reactions. Task: Predict the reaction yield, written as a fraction of the theoretical maximum amount of product (1.0 means a 100% yield; for example, 0.34 means a 34% yield). (1) The reactants are [CH3:1][C:2]1[N:3]=[CH:4][O:5][C:6]=1[C:7]([C:9]1[CH:14]=[CH:13][CH:12]=[CH:11][CH:10]=1)=O.Cl.[NH2:16][OH:17]. The catalyst is N1C=CC=CC=1. The product is [OH:17][N:16]=[C:7]([C:6]1[O:5][CH:4]=[N:3][C:2]=1[CH3:1])[C:9]1[CH:14]=[CH:13][CH:12]=[CH:11][CH:10]=1. The yield is 0.390. (2) The reactants are [CH3:1][N:2]([CH2:33][CH2:34][C:35]([O:37]C(C)(C)C)=[O:36])[C:3](=[O:32])[C:4]1[CH:9]=[CH:8][C:7]([NH:10][CH:11]([C:16]2[CH:21]=[CH:20][C:19]([C:22]3[CH:27]=[CH:26][C:25]([C:28]([F:31])([F:30])[F:29])=[CH:24][CH:23]=3)=[CH:18][CH:17]=2)[CH2:12][CH:13]([CH3:15])[CH3:14])=[N:6][CH:5]=1.C(=O)=O.CO.FC(F)(F)C1C=CC(C2N=CC(NC(C3C=CC(C(NCCC(O)=O)=O)=CC=3)CCC)=CN=2)=CC=1.C(O)(C(F)(F)F)=O.C(Cl)Cl.[OH-].[Na+]. The catalyst is O. The product is [CH3:1][N:2]([CH2:33][CH2:34][C:35]([OH:37])=[O:36])[C:3](=[O:32])[C:4]1[CH:9]=[CH:8][C:7]([NH:10][CH:11]([C:16]2[CH:21]=[CH:20][C:19]([C:22]3[CH:23]=[CH:24][C:25]([C:28]([F:29])([F:30])[F:31])=[CH:26][CH:27]=3)=[CH:18][CH:17]=2)[CH2:12][CH:13]([CH3:15])[CH3:14])=[N:6][CH:5]=1. The yield is 0.882. (3) The reactants are [Cl:1][C:2]1[CH:34]=[CH:33][C:5]([C:6]([N:8]2[CH2:13][CH2:12][N:11]([CH:14]3[CH:18]([OH:19])[CH2:17][N:16]([C:20]4[N:25]=[C:24]([C:26]([F:29])([F:28])[F:27])[C:23]([C:30]([OH:32])=O)=[CH:22][N:21]=4)[CH2:15]3)[CH2:10][CH2:9]2)=[O:7])=[CH:4][CH:3]=1.C[N:36](C(ON1N=NC2C=CC=NC1=2)=[N+](C)C)C.F[P-](F)(F)(F)(F)F.CCN(C(C)C)C(C)C.C1C=CC2N(O)N=NC=2C=1.[NH4+].[Cl-]. The catalyst is CN(C=O)C.CCOC(C)=O. The product is [Cl:1][C:2]1[CH:34]=[CH:33][C:5]([C:6]([N:8]2[CH2:9][CH2:10][N:11]([CH:14]3[CH:18]([OH:19])[CH2:17][N:16]([C:20]4[N:25]=[C:24]([C:26]([F:27])([F:28])[F:29])[C:23]([C:30]([NH2:36])=[O:32])=[CH:22][N:21]=4)[CH2:15]3)[CH2:12][CH2:13]2)=[O:7])=[CH:4][CH:3]=1. The yield is 0.350. (4) The reactants are [Cl:1][C:2]1[CH:11]=[CH:10][C:9]2[C:8](O)=[N:7][C:6]([C:13]3[CH:18]=[CH:17][C:16]([O:19][CH3:20])=[CH:15][CH:14]=3)=[CH:5][C:4]=2[N:3]=1.P(Cl)(Cl)([Cl:23])=O. No catalyst specified. The product is [Cl:1][C:2]1[CH:11]=[CH:10][C:9]2[C:4](=[CH:5][C:6]([C:13]3[CH:18]=[CH:17][C:16]([O:19][CH3:20])=[CH:15][CH:14]=3)=[N:7][C:8]=2[Cl:23])[N:3]=1. The yield is 0.860. (5) The reactants are [CH2:1]([C@@H:5]1[NH:10][CH2:9][C@H:8]([CH2:11][CH:12]([CH3:14])[CH3:13])[NH:7][C:6]1=[O:15])[CH:2]([CH3:4])[CH3:3].[C:16](O)(=[O:25])/[CH:17]=[CH:18]/[C:19]1[CH:24]=[CH:23][CH:22]=[CH:21][CH:20]=1.C(N(C(C)C)CC)(C)C.CN(C(ON1N=NC2C=CC=CC1=2)=[N+](C)C)C.[B-](F)(F)(F)F. The product is [CH2:1]([C@@H:5]1[N:10]([C:16](=[O:25])/[CH:17]=[CH:18]/[C:19]2[CH:24]=[CH:23][CH:22]=[CH:21][CH:20]=2)[CH2:9][C@H:8]([CH2:11][CH:12]([CH3:14])[CH3:13])[NH:7][C:6]1=[O:15])[CH:2]([CH3:4])[CH3:3]. The yield is 0.670. The catalyst is C(Cl)Cl. (6) The reactants are C(Cl)(=O)OC.C(N(CC)CC)C.[CH2:13]([C:15]1[C:20]([O:21]C(OC)=O)=[CH:19][C:18]([O:26]C(OC)=O)=[C:17]([C:31]2[CH:36]=[CH:35][CH:34]=[C:33]([CH3:37])[CH:32]=2)[C:16]=1[CH2:38][CH2:39][O:40][CH2:41][CH2:42][O:43][CH3:44])[CH3:14].[BH4-].[Na+].N. The catalyst is CO.O1CCCC1.O. The product is [CH2:13]([C:15]1[C:20]([OH:21])=[CH:19][C:18]([OH:26])=[C:17]([C:31]2[CH:36]=[CH:35][CH:34]=[C:33]([CH3:37])[CH:32]=2)[C:16]=1[CH2:38][CH2:39][O:40][CH2:41][CH2:42][O:43][CH3:44])[CH3:14]. The yield is 0.450. (7) The reactants are [C:1]([O:4][CH2:5][C:6]1[C:11]([CH2:12][C:13]2[C:14](=[O:18])[O:15][CH2:16][CH:17]=2)=[CH:10][CH:9]=[C:8]([C:19]([O:21][C:22]([CH3:25])([CH3:24])[CH3:23])=[O:20])[C:7]=1[CH3:26])(=[O:3])[CH3:2].[H][H]. The catalyst is C(OCC)(=O)C.CO. The product is [C:1]([O:4][CH2:5][C:6]1[C:11]([CH2:12][C@H:13]2[CH2:17][CH2:16][O:15][C:14]2=[O:18])=[CH:10][CH:9]=[C:8]([C:19]([O:21][C:22]([CH3:25])([CH3:24])[CH3:23])=[O:20])[C:7]=1[CH3:26])(=[O:3])[CH3:2]. The yield is 0.690.